Dataset: Peptide-MHC class II binding affinity with 134,281 pairs from IEDB. Task: Regression. Given a peptide amino acid sequence and an MHC pseudo amino acid sequence, predict their binding affinity value. This is MHC class II binding data. The peptide sequence is YDKFLANVGTVLTGK. The MHC is DRB1_0405 with pseudo-sequence DRB1_0405. The binding affinity (normalized) is 0.636.